Predict the reaction yield, written as a fraction of the theoretical maximum amount of product (1.0 means a 100% yield; for example, 0.34 means a 34% yield). From a dataset of Reaction yield outcomes from USPTO patents with 853,638 reactions. (1) The reactants are [CH2:1]([P:3]([O-:9])[O:4][CH2:5][CH2:6][CH2:7][CH3:8])[CH3:2].[C:10](#[N:13])[CH:11]=[CH2:12]. The catalyst is C1(C)C=CC=CC=1. The product is [CH2:1]([P:3]([CH2:12][CH2:11][C:10]#[N:13])(=[O:9])[O:4][CH2:5][CH2:6][CH2:7][CH3:8])[CH3:2]. The yield is 0.840. (2) The product is [OH:1][C:2]1[C:3]([CH3:17])=[C:4]2[C:5]([C:8](=[O:9])[C:10]([C:11]3[CH:12]=[CH:13][CH:14]=[CH:15][CH:16]=3)=[CH:23][O:24]2)=[CH:6][CH:7]=1. The catalyst is O. The yield is 0.990. The reactants are [OH:1][C:2]1[CH:7]=[CH:6][C:5]([C:8]([CH2:10][C:11]2[CH:16]=[CH:15][CH:14]=[CH:13][CH:12]=2)=[O:9])=[CH:4][C:3]=1[CH3:17].B(F)(F)F.C[CH2:23][O:24]CC.CS(Cl)(=O)=O. (3) The reactants are C(OC([N:8]1[CH2:11][CH:10]([C:12]2[N:13]=[N:14][CH:15]=[CH:16][C:17]=2[N:18]2[CH2:23][CH2:22][CH:21]([C:24](C)(C)[O:25][SiH2]C(C)(C)C)[CH2:20][CH2:19]2)[CH2:9]1)=O)(C)(C)C.[ClH:33].CO. No catalyst specified. The product is [ClH:33].[NH:8]1[CH2:9][CH:10]([C:12]2[N:13]=[N:14][CH:15]=[CH:16][C:17]=2[N:18]2[CH2:19][CH2:20][CH:21]([CH2:24][OH:25])[CH2:22][CH2:23]2)[CH2:11]1. The yield is 0.980. (4) The reactants are FC(F)(F)C(O)=O.[C:8]1([C:14]2[CH:19]=[C:18]([CH:20]3[CH2:25][CH2:24][NH:23][CH2:22][CH2:21]3)[CH:17]=[CH:16][C:15]=2[NH:26][C:27]([C:29]2[NH:30][CH:31]=[C:32]([C:34]#[N:35])[N:33]=2)=[O:28])[CH2:13][CH2:12][CH2:11][CH2:10][CH:9]=1.CCN(CC)CC.[CH3:43][C:44]1([CH3:51])[O:49][CH2:48][C:47](=O)[CH2:46][O:45]1.[BH-](OC(C)=O)(OC(C)=O)OC(C)=O.[Na+]. The catalyst is C(Cl)Cl.O. The product is [C:8]1([C:14]2[CH:19]=[C:18]([CH:20]3[CH2:21][CH2:22][N:23]([CH:47]4[CH2:48][O:49][C:44]([CH3:51])([CH3:43])[O:45][CH2:46]4)[CH2:24][CH2:25]3)[CH:17]=[CH:16][C:15]=2[NH:26][C:27]([C:29]2[NH:30][CH:31]=[C:32]([C:34]#[N:35])[N:33]=2)=[O:28])[CH2:13][CH2:12][CH2:11][CH2:10][CH:9]=1. The yield is 0.280.